From a dataset of Forward reaction prediction with 1.9M reactions from USPTO patents (1976-2016). Predict the product of the given reaction. Given the reactants F[C:2]1[CH:9]=[CH:8][CH:7]=[CH:6][C:3]=1[C:4]#[N:5].[Na].[NH:11]1[CH:15]=[CH:14][N:13]=[CH:12]1, predict the reaction product. The product is: [N:11]1([C:2]2[CH:9]=[CH:8][CH:7]=[CH:6][C:3]=2[C:4]#[N:5])[CH:15]=[CH:14][N:13]=[CH:12]1.